This data is from Reaction yield outcomes from USPTO patents with 853,638 reactions. The task is: Predict the reaction yield, written as a fraction of the theoretical maximum amount of product (1.0 means a 100% yield; for example, 0.34 means a 34% yield). The reactants are [NH2:1][C:2]1[C:3]([NH:12][CH2:13][CH:14]([O:17][CH3:18])[O:15][CH3:16])=[C:4]([CH:9]=[CH:10][CH:11]=1)[C:5]([O:7][CH3:8])=[O:6].OOS([O-])=O.[K+].[CH:25](=O)[CH:26]([CH3:28])[CH3:27]. The catalyst is CN(C=O)C.O. The product is [CH3:16][O:15][CH:14]([O:17][CH3:18])[CH2:13][N:12]1[C:3]2[C:4]([C:5]([O:7][CH3:8])=[O:6])=[CH:9][CH:10]=[CH:11][C:2]=2[N:1]=[C:25]1[CH:26]([CH3:28])[CH3:27]. The yield is 0.850.